Dataset: Reaction yield outcomes from USPTO patents with 853,638 reactions. Task: Predict the reaction yield, written as a fraction of the theoretical maximum amount of product (1.0 means a 100% yield; for example, 0.34 means a 34% yield). (1) The reactants are [C:1]([CH:5]1[CH2:10][CH2:9][CH:8]([O:11][C:12]2[CH:13]=[C:14]3[C:19](=[CH:20][CH:21]=2)[CH:18]=[C:17]([C:22]2([NH:26]S(C(C)(C)C)=O)[CH2:25][O:24][CH2:23]2)[CH:16]=[CH:15]3)[CH2:7][CH2:6]1)([CH3:4])([CH3:3])[CH3:2].C(Cl)Cl.Cl.CCOCC. The catalyst is C1CCCCC1. The product is [C:1]([C@H:5]1[CH2:10][CH2:9][C@H:8]([O:11][C:12]2[CH:13]=[C:14]3[C:19](=[CH:20][CH:21]=2)[CH:18]=[C:17]([C:22]2([NH2:26])[CH2:23][O:24][CH2:25]2)[CH:16]=[CH:15]3)[CH2:7][CH2:6]1)([CH3:4])([CH3:2])[CH3:3]. The yield is 0.670. (2) The reactants are [NH2:1][CH:2]1[CH2:5][N:4]([C:6]([O:8][C:9]([CH3:12])([CH3:11])[CH3:10])=[O:7])[CH2:3]1.Br[CH2:14][C:15]([O:17][CH2:18][CH3:19])=[O:16].C(=O)([O-])[O-].[K+].[K+]. The catalyst is CC#N. The product is [CH2:18]([O:17][C:15](=[O:16])[CH2:14][NH:1][CH:2]1[CH2:3][N:4]([C:6]([O:8][C:9]([CH3:12])([CH3:11])[CH3:10])=[O:7])[CH2:5]1)[CH3:19]. The yield is 0.810. (3) The reactants are Br[C:2]1[CH:7]=[C:6]([F:8])[CH:5]=[C:4]([F:9])[CH:3]=1.[Mg].II.[Cl:13][CH2:14][C:15]([CH2:17][Cl:18])=[O:16].Cl. The catalyst is O1CCCC1. The product is [Cl:13][CH2:14][C:15]([C:2]1[CH:7]=[C:6]([F:8])[CH:5]=[C:4]([F:9])[CH:3]=1)([OH:16])[CH2:17][Cl:18]. The yield is 0.450. (4) The reactants are [C:1]([C:8]1[CH:28]=[CH:27][C:11]([O:12][CH:13]([CH2:19][CH2:20][CH2:21][CH2:22][CH2:23][CH2:24][CH2:25][CH3:26])[C:14]([O:16]CC)=[O:15])=[CH:10][CH:9]=1)(=[O:7])[CH2:2][CH2:3][CH2:4][CH2:5][CH3:6].[OH-].[Li+]. No catalyst specified. The product is [C:1]([C:8]1[CH:9]=[CH:10][C:11]([O:12][CH:13]([CH2:19][CH2:20][CH2:21][CH2:22][CH2:23][CH2:24][CH2:25][CH3:26])[C:14]([OH:16])=[O:15])=[CH:27][CH:28]=1)(=[O:7])[CH2:2][CH2:3][CH2:4][CH2:5][CH3:6]. The yield is 0.800. (5) The reactants are O=C1C2C(=CC=CC=2)[C:4](=[O:11])[N:3]1[CH2:12][C:13]1[CH:20]=[C:19]([CH3:21])[C:16]([C:17]#[N:18])=[C:15]([O:22][CH3:23])[N:14]=1.O.NN.[CH3:27][C:28]([O:31]C(OC([O:31][C:28]([CH3:30])([CH3:29])[CH3:27])=O)=O)([CH3:30])[CH3:29]. The catalyst is C(O)C. The product is [C:28]([O:31][C:4](=[O:11])[NH:3][CH2:12][C:13]1[CH:20]=[C:19]([CH3:21])[C:16]([C:17]#[N:18])=[C:15]([O:22][CH3:23])[N:14]=1)([CH3:30])([CH3:29])[CH3:27]. The yield is 0.749. (6) The reactants are [CH3:1][O:2][C:3]1[CH:4]=[C:5]2[C:10](=O)[NH:9][C:7](=O)[C:6]2=[CH:12][CH:13]=1.B.CO.Cl. The catalyst is O1CCCC1. The product is [CH3:1][O:2][C:3]1[CH:4]=[C:5]2[C:6](=[CH:12][CH:13]=1)[CH2:7][NH:9][CH2:10]2. The yield is 0.470. (7) The reactants are [CH3:1][N:2]1[CH2:6][CH2:5][CH2:4][CH:3]1[C:7]1[C:15]2[C:10](=[C:11]([C:22]([O:24]C)=[O:23])[CH:12]=[C:13]([C:16]3[CH:21]=[CH:20][CH:19]=[CH:18][CH:17]=3)[CH:14]=2)[NH:9][CH:8]=1.O[Li].O.O.[CH3:30]O. No catalyst specified. The product is [CH2:6]([N:2]([CH3:1])[CH:3]([C:7]1[C:15]2[C:10](=[C:11]([C:22]([OH:24])=[O:23])[CH:12]=[C:13]([C:16]3[CH:21]=[CH:20][CH:19]=[CH:18][CH:17]=3)[CH:14]=2)[NH:9][CH:8]=1)[CH2:4][CH3:30])[CH3:5]. The yield is 0.930.